From a dataset of NCI-60 drug combinations with 297,098 pairs across 59 cell lines. Regression. Given two drug SMILES strings and cell line genomic features, predict the synergy score measuring deviation from expected non-interaction effect. (1) Drug 1: C1CC(=O)NC(=O)C1N2CC3=C(C2=O)C=CC=C3N. Drug 2: C1C(C(OC1N2C=NC3=C(N=C(N=C32)Cl)N)CO)O. Cell line: RXF 393. Synergy scores: CSS=5.59, Synergy_ZIP=-2.39, Synergy_Bliss=-0.943, Synergy_Loewe=-6.93, Synergy_HSA=0.185. (2) Drug 1: C1CN1P(=S)(N2CC2)N3CC3. Drug 2: C1CN(P(=O)(OC1)NCCCl)CCCl. Cell line: HS 578T. Synergy scores: CSS=11.8, Synergy_ZIP=-0.199, Synergy_Bliss=5.69, Synergy_Loewe=-5.89, Synergy_HSA=1.28. (3) Drug 1: CC(C)(C#N)C1=CC(=CC(=C1)CN2C=NC=N2)C(C)(C)C#N. Drug 2: C1CN(P(=O)(OC1)NCCCl)CCCl. Cell line: SF-295. Synergy scores: CSS=2.50, Synergy_ZIP=6.66, Synergy_Bliss=2.80, Synergy_Loewe=2.49, Synergy_HSA=2.29.